From a dataset of hERG potassium channel inhibition data for cardiac toxicity prediction from Karim et al.. Regression/Classification. Given a drug SMILES string, predict its toxicity properties. Task type varies by dataset: regression for continuous values (e.g., LD50, hERG inhibition percentage) or binary classification for toxic/non-toxic outcomes (e.g., AMES mutagenicity, cardiotoxicity, hepatotoxicity). Dataset: herg_karim. (1) The molecule is Cc1nc2n(c(=O)c1CCN1CCC(c3noc4cc(F)ccc34)CC1)CCCC2. The result is 1 (blocker). (2) The compound is Cn1cc(-c2cnc3ccc4ccc(NS(=O)(=O)N5CC(F)C5)cc4c(=O)c3c2)cn1. The result is 0 (non-blocker). (3) The result is 0 (non-blocker). The compound is Cc1cc(O)ccc1C1(O)CCC(NC(=O)CCc2ccccc2)CC1. (4) The molecule is O=C(CNC(=O)c1cccc(C(F)(F)F)c1)NC1CN([C@H]2CC[C@@](O)(c3cncnc3)CC2)C1. The result is 0 (non-blocker). (5) The drug is CCC[N+](CCC)(CCC)CCC. The result is 0 (non-blocker). (6) The compound is CC(C)(C)CCN1CC[C@H](CNC(=O)c2cc(Cl)cc(Cl)c2)[C@H](F)C1. The result is 1 (blocker).